From a dataset of CYP3A4 inhibition data for predicting drug metabolism from PubChem BioAssay. Regression/Classification. Given a drug SMILES string, predict its absorption, distribution, metabolism, or excretion properties. Task type varies by dataset: regression for continuous measurements (e.g., permeability, clearance, half-life) or binary classification for categorical outcomes (e.g., BBB penetration, CYP inhibition). Dataset: cyp3a4_veith. (1) The drug is CC1CCN(CCCn2c(=S)[nH]c3ccc(N4CCOCC4)cc3c2=O)CC1. The result is 0 (non-inhibitor). (2) The drug is CN(C)CCn1c(CO)nc2c1c(=O)n(C)c(=O)n2C. The result is 0 (non-inhibitor). (3) The compound is O=c1c(-c2ccc(F)cc2)nc2cnc(N3CCOCC3)nc2n1C[C@H]1CCCO1. The result is 0 (non-inhibitor). (4) The drug is COC(=O)Nc1nc2ccc(Sc3ccccc3)cc2[nH]1. The result is 0 (non-inhibitor). (5) The molecule is CCOC(=O)CC(=O)CSc1nc(-c2ccccc2)cc(-c2ccc(Cl)cc2)c1C#N. The result is 1 (inhibitor). (6) The drug is COc1ccc(/C=N/NC(=O)CCCC(=O)NC2CCCCC2)cc1. The result is 1 (inhibitor). (7) The compound is N[C@@H](Cn1ccc(=O)n(Cc2ccc(C(=O)O)cc2)c1=O)C(=O)O. The result is 0 (non-inhibitor).